From a dataset of Full USPTO retrosynthesis dataset with 1.9M reactions from patents (1976-2016). Predict the reactants needed to synthesize the given product. (1) The reactants are: [F:1][C:2]1[C:7]([F:8])=[CH:6][CH:5]=[CH:4][C:3]=1[NH:9][C:10]1[N:20]=[C:19]([NH:21][C:22]2[CH:27]=[CH:26][C:25]([N:28]3[CH2:33][CH2:32][N:31](C(OC(C)(C)C)=O)[CH2:30][CH2:29]3)=[CH:24][C:23]=2[O:41][CH3:42])[C:13]2[C:14](=[O:18])[NH:15][N:16]=[CH:17][C:12]=2[CH:11]=1.FC(F)(F)C(O)=O. Given the product [F:1][C:2]1[C:7]([F:8])=[CH:6][CH:5]=[CH:4][C:3]=1[NH:9][C:10]1[N:20]=[C:19]([NH:21][C:22]2[CH:27]=[CH:26][C:25]([N:28]3[CH2:33][CH2:32][NH:31][CH2:30][CH2:29]3)=[CH:24][C:23]=2[O:41][CH3:42])[C:13]2[C:14](=[O:18])[NH:15][N:16]=[CH:17][C:12]=2[CH:11]=1, predict the reactants needed to synthesize it. (2) Given the product [Cl:12][C:13]1[N:18]=[C:17]([NH:1][C:2]2[CH:7]=[C:6]([O:8][CH3:9])[CH:5]=[CH:4][C:3]=2[CH2:10][OH:11])[CH:16]=[CH:15][N:14]=1, predict the reactants needed to synthesize it. The reactants are: [NH2:1][C:2]1[CH:7]=[C:6]([O:8][CH3:9])[CH:5]=[CH:4][C:3]=1[CH2:10][OH:11].[Cl:12][C:13]1[N:18]=[C:17](Cl)[CH:16]=[CH:15][N:14]=1.C(N(C(C)C)C(C)C)C. (3) Given the product [CH3:39][C:5]([O:7][C:8]1[CH:9]=[CH:10][C:11]([O:14][CH2:15][CH2:16][C:17]2[N:18]=[C:19]([C:23]3[CH:28]=[CH:27][CH:26]=[C:25]([C:29]4[C:38]5[C:33](=[CH:34][CH:35]=[CH:36][CH:37]=5)[CH:32]=[CH:31][CH:30]=4)[CH:24]=3)[O:20][C:21]=2[CH3:22])=[CH:12][CH:13]=1)([CH3:6])[C:4]([OH:40])=[O:3], predict the reactants needed to synthesize it. The reactants are: C([O:3][C:4](=[O:40])[C:5]([CH3:39])([O:7][C:8]1[CH:13]=[CH:12][C:11]([O:14][CH2:15][CH2:16][C:17]2[N:18]=[C:19]([C:23]3[CH:28]=[CH:27][CH:26]=[C:25]([C:29]4[C:38]5[C:33](=[CH:34][CH:35]=[CH:36][CH:37]=5)[CH:32]=[CH:31][CH:30]=4)[CH:24]=3)[O:20][C:21]=2[CH3:22])=[CH:10][CH:9]=1)[CH3:6])C.[OH-].[Na+].Cl.C(OCC)(=O)C.